Dataset: Catalyst prediction with 721,799 reactions and 888 catalyst types from USPTO. Task: Predict which catalyst facilitates the given reaction. (1) The catalyst class is: 7. Reactant: [Cl:1][C:2]1[C:8]([O:9][C:10]2[CH:15]=[CH:14][CH:13]=[CH:12][C:11]=2[OH:16])=[CH:7][C:5]([NH2:6])=[C:4]([F:17])[CH:3]=1.Cl[C:19]([O:21][CH3:22])=[O:20].CN(C)C1C=CC=CC=1.Cl. Product: [Cl:1][C:2]1[CH:3]=[C:4]([F:17])[C:5]([NH:6][C:19]([O:21][CH3:22])=[O:20])=[CH:7][C:8]=1[O:9][C:10]1[CH:15]=[CH:14][CH:13]=[CH:12][C:11]=1[OH:16]. (2) Reactant: Cl.O1CCOCC1.[Cl:8][C:9]1[CH:30]=[CH:29][C:12]([CH2:13][C:14]2([O:27][CH3:28])[CH2:19][CH2:18][N:17](C(OC(C)(C)C)=O)[CH2:16][CH2:15]2)=[C:11]([O:31][CH3:32])[CH:10]=1. Product: [ClH:8].[Cl:8][C:9]1[CH:30]=[CH:29][C:12]([CH2:13][C:14]2([O:27][CH3:28])[CH2:15][CH2:16][NH:17][CH2:18][CH2:19]2)=[C:11]([O:31][CH3:32])[CH:10]=1. The catalyst class is: 12. (3) Reactant: [C:1]1([N:7]2[CH2:11][CH2:10][C@@H:9]([NH:12][C:13]3[N:18]=[CH:17][C:16](/[CH:19]=[CH:20]/[C:21]([O:23]CC)=[O:22])=[CH:15][CH:14]=3)[CH2:8]2)[CH:6]=[CH:5][CH:4]=[CH:3][CH:2]=1.[OH-].[Na+].O.[ClH:29]. Product: [ClH:29].[C:1]1([N:7]2[CH2:11][CH2:10][C@@H:9]([NH:12][C:13]3[N:18]=[CH:17][C:16](/[CH:19]=[CH:20]/[C:21]([OH:23])=[O:22])=[CH:15][CH:14]=3)[CH2:8]2)[CH:2]=[CH:3][CH:4]=[CH:5][CH:6]=1. The catalyst class is: 12. (4) Reactant: [CH3:1][N:2]1[C:10](=[O:11])[CH2:9][CH2:8][C@H:3]1[C:4]([O:6]C)=[O:5].[OH-].[Na+].Cl. Product: [CH3:1][N:2]1[C:10](=[O:11])[CH2:9][CH2:8][C@H:3]1[C:4]([OH:6])=[O:5]. The catalyst class is: 24. (5) Reactant: FC(F)(F)C(O)=O.[Cl:8][C:9]1[CH:14]=[CH:13][CH:12]=[CH:11][C:10]=1[N:15]1[CH:19]([C:20]2[N:25]=[C:24]([C:26]3[CH2:27][CH2:28][NH:29][CH2:30][CH:31]=3)[CH:23]=[CH:22][CH:21]=2)[CH2:18][C:17]([C:32]([F:38])([F:37])[C:33]([F:36])([F:35])[F:34])=[N:16]1.C(N(CC)CC)C.[CH3:46][S:47](Cl)(=[O:49])=[O:48].ClCCl. Product: [Cl:8][C:9]1[CH:14]=[CH:13][CH:12]=[CH:11][C:10]=1[N:15]1[CH:19]([C:20]2[N:25]=[C:24]([C:26]3[CH2:27][CH2:28][N:29]([S:47]([CH3:46])(=[O:49])=[O:48])[CH2:30][CH:31]=3)[CH:23]=[CH:22][CH:21]=2)[CH2:18][C:17]([C:32]([F:38])([F:37])[C:33]([F:34])([F:36])[F:35])=[N:16]1. The catalyst class is: 6. (6) Reactant: [CH3:1][O:2][C:3](=[O:24])[CH:4]=[C:5]1[C:14]2[C:9](=[CH:10][C:11]([S:15]([C:18]3[CH:23]=[CH:22][CH:21]=[CH:20][CH:19]=3)(=[O:17])=[O:16])=[CH:12][CH:13]=2)[CH2:8][CH2:7][CH2:6]1.C[C@@H](O)[C@H](N)C(O)=O.[H][H]. Product: [CH3:1][O:2][C:3](=[O:24])[CH2:4][CH:5]1[C:14]2[C:9](=[CH:10][C:11]([S:15]([C:18]3[CH:19]=[CH:20][CH:21]=[CH:22][CH:23]=3)(=[O:16])=[O:17])=[CH:12][CH:13]=2)[CH2:8][CH2:7][CH2:6]1. The catalyst class is: 99.